Predict the reactants needed to synthesize the given product. From a dataset of Full USPTO retrosynthesis dataset with 1.9M reactions from patents (1976-2016). Given the product [N:1]1[CH:6]=[CH:5][CH:4]=[CH:3][C:2]=1[N:7]1[CH2:12][CH2:11][N:10]([C:13]2[CH:14]=[CH:15][C:16]([C:19]3[S:23][C:22]([C:24]4[CH:32]=[CH:31][C:27]([C:28]([O:30][N:40]5[C:44]6[CH:45]=[CH:46][CH:47]=[CH:48][C:43]=6[N:42]=[N:41]5)=[O:29])=[CH:26][CH:25]=4)=[N:21][N:20]=3)=[CH:17][CH:18]=2)[CH2:9][CH2:8]1, predict the reactants needed to synthesize it. The reactants are: [N:1]1[CH:6]=[CH:5][CH:4]=[CH:3][C:2]=1[N:7]1[CH2:12][CH2:11][N:10]([C:13]2[CH:18]=[CH:17][C:16]([C:19]3[S:23][C:22]([C:24]4[CH:32]=[CH:31][C:27]([C:28]([OH:30])=[O:29])=[CH:26][CH:25]=4)=[N:21][N:20]=3)=[CH:15][CH:14]=2)[CH2:9][CH2:8]1.F[P-](F)(F)(F)(F)F.[N:40]1(OC(N(C)C)=[N+](C)C)[C:44]2[CH:45]=[CH:46][CH:47]=[CH:48][C:43]=2[N:42]=[N:41]1.C(N(CC)C(C)C)(C)C.O.